Dataset: NCI-60 drug combinations with 297,098 pairs across 59 cell lines. Task: Regression. Given two drug SMILES strings and cell line genomic features, predict the synergy score measuring deviation from expected non-interaction effect. Drug 1: C1CCC(C(C1)[NH-])[NH-].C(=O)(C(=O)[O-])[O-].[Pt+4]. Drug 2: CCC1=C2N=C(C=C(N2N=C1)NCC3=C[N+](=CC=C3)[O-])N4CCCCC4CCO. Cell line: HCT116. Synergy scores: CSS=76.5, Synergy_ZIP=4.62, Synergy_Bliss=3.94, Synergy_Loewe=0.260, Synergy_HSA=6.53.